Task: Binary Classification. Given a T-cell receptor sequence (or CDR3 region) and an epitope sequence, predict whether binding occurs between them.. Dataset: TCR-epitope binding with 47,182 pairs between 192 epitopes and 23,139 TCRs The epitope is DPFRLLQNSQVFS. The TCR CDR3 sequence is CSVDGSLAGRSYEQYF. Result: 0 (the TCR does not bind to the epitope).